From a dataset of Catalyst prediction with 721,799 reactions and 888 catalyst types from USPTO. Predict which catalyst facilitates the given reaction. (1) Reactant: [N+:1]([C:4]1[CH:5]=[CH:6][C:7]([O:12][C:13]([F:16])([F:15])[F:14])=[C:8]([CH2:10][OH:11])[CH:9]=1)([O-])=O. Product: [NH2:1][C:4]1[CH:5]=[CH:6][C:7]([O:12][C:13]([F:14])([F:15])[F:16])=[C:8]([CH2:10][OH:11])[CH:9]=1. The catalyst class is: 25. (2) Reactant: [C:1]12([CH2:11][O:12][C:13]3[C:25](I)=[CH:24][C:16]([C:17]([O:19][C:20]([CH3:23])([CH3:22])[CH3:21])=[O:18])=[C:15]([F:27])[CH:14]=3)[CH2:10][CH:5]3[CH2:6][CH:7]([CH2:9][CH:3]([CH2:4]3)[CH2:2]1)[CH2:8]2.[Cl-].[Li+].C([Mg]Cl)(C)C.[O:35]1[CH2:38][C:37](=[O:39])[CH2:36]1. Product: [C:1]12([CH2:11][O:12][C:13]3[C:25]([C:37]4([OH:39])[CH2:38][O:35][CH2:36]4)=[CH:24][C:16]([C:17]([O:19][C:20]([CH3:23])([CH3:22])[CH3:21])=[O:18])=[C:15]([F:27])[CH:14]=3)[CH2:10][CH:5]3[CH2:6][CH:7]([CH2:9][CH:3]([CH2:4]3)[CH2:2]1)[CH2:8]2. The catalyst class is: 7. (3) Reactant: [CH:1]1[C:17]2[CH2:16][C@H:15]3[N:18]([CH2:20][CH2:21][C@@:7]45[C@H:14]3[CH:13]=[CH:12][C@H:10]([OH:11])[C@@H:8]4[O:9][C:5]([C:6]=25)=[C:3]([OH:4])[CH:2]=1)[CH3:19].C[O-].[Na+].C(O)(=O)C. Product: [CH3:19][N:18]1[C@@H:15]2[CH2:16][C:17]3=[CH:1][CH:2]=[C:3]([OH:4])[C:5]4[O:9][C@H:8]5[C:10]([CH2:12][CH2:13][C@@H:14]2[C@:7]5([C:6]=43)[CH2:21][CH2:20]1)=[O:11]. The catalyst class is: 5. (4) Reactant: Cl[C:2]1[C:3]([O:7][CH2:8][C:9]2[CH:14]=[CH:13][N:12]=[CH:11][CH:10]=2)=[N:4][S:5][N:6]=1.[C:15]1([N:21]2[CH2:26][CH2:25][NH:24][CH2:23][CH2:22]2)[CH:20]=[CH:19][CH:18]=[CH:17][CH:16]=1. Product: [C:15]1([N:21]2[CH2:26][CH2:25][N:24]([C:2]3[C:3]([O:7][CH2:8][C:9]4[CH:14]=[CH:13][N:12]=[CH:11][CH:10]=4)=[N:4][S:5][N:6]=3)[CH2:23][CH2:22]2)[CH:20]=[CH:19][CH:18]=[CH:17][CH:16]=1. The catalyst class is: 121. (5) Reactant: Br[CH2:2][CH2:3][NH:4][C:5]1[CH:10]=[C:9]([Cl:11])[N:8]=[C:7](Cl)[N:6]=1.C([O-])([O-])=[O:14].[K+].[K+]. Product: [Cl:11][C:9]1[CH:10]=[C:5]2[NH:4][CH2:3][CH2:2][N:6]2[C:7](=[O:14])[N:8]=1. The catalyst class is: 38. (6) Reactant: [OH:1][C:2]1[CH:8]=[C:7]([O:9][CH3:10])[CH:6]=[CH:5][C:3]=1[NH2:4].O(CC)[C:12]([S-])=[S:13].[K+].Cl. Product: [CH3:10][O:9][C:7]1[CH:6]=[CH:5][C:3]2[NH:4][C:12](=[S:13])[O:1][C:2]=2[CH:8]=1. The catalyst class is: 17. (7) Reactant: [C:1](Cl)(=[O:5])C(Cl)=O.[CH3:7][C:8]1[C:9]([C:22]2[CH:27]=[CH:26][C:25]([S:28](=[O:31])(=[O:30])[NH2:29])=[CH:24][CH:23]=2)=[C:10]([C:19]([OH:21])=O)[S:11][C:12]=1[N:13]1[CH2:18][CH2:17][O:16][CH2:15][CH2:14]1.[CH2:32]([N:34]([CH2:37]C)[CH2:35]C)C.[CH3:39][N:40](C=O)C. Product: [CH3:32][N:34]([CH:37]=[N:29][S:28]([C:25]1[CH:24]=[CH:23][C:22]([C:9]2[C:8]([CH3:7])=[C:12]([N:13]3[CH2:14][CH2:15][O:16][CH2:17][CH2:18]3)[S:11][C:10]=2[C:19]([N:40]([O:5][CH3:1])[CH3:39])=[O:21])=[CH:27][CH:26]=1)(=[O:30])=[O:31])[CH3:35]. The catalyst class is: 4. (8) Reactant: N1(O[C:11]2[N:19]=[C:18]([N:20]3[CH2:25][CH2:24][CH:23]([C:26](=[O:38])[NH:27][S:28]([CH2:31][C:32]4[CH:37]=[CH:36][CH:35]=[CH:34][CH:33]=4)(=[O:30])=[O:29])[CH2:22][CH2:21]3)[C:17]([C:39]#[N:40])=[CH:16][C:12]=2[C:13]([O-:15])=[O:14])C2C=CC=CC=2N=N1.[SH:41][CH2:42][C:43]([OH:45])=[O:44].[CH3:46][CH2:47]N(C(C)C)C(C)C.O.[NH4+].[Cl-].Cl. The catalyst class is: 1. Product: [CH2:31]([S:28]([NH:27][C:26]([CH:23]1[CH2:24][CH2:25][N:20]([C:18]2[N:19]=[C:11]([S:41][CH2:42][C:43]([OH:45])=[O:44])[C:12]([C:13]([O:15][CH2:46][CH3:47])=[O:14])=[CH:16][C:17]=2[C:39]#[N:40])[CH2:21][CH2:22]1)=[O:38])(=[O:29])=[O:30])[C:32]1[CH:33]=[CH:34][CH:35]=[CH:36][CH:37]=1. (9) Reactant: [F:1][C:2]1[CH:7]=[CH:6][C:5]([O:8][CH3:9])=[CH:4][C:3]=1[C:10]1[CH:15]=[CH:14][C:13]([CH:16]=[O:17])=[CH:12][CH:11]=1.[CH:18]([Mg]Br)=[CH2:19]. Product: [F:1][C:2]1[CH:7]=[CH:6][C:5]([O:8][CH3:9])=[CH:4][C:3]=1[C:10]1[CH:15]=[CH:14][C:13]([CH:16]([OH:17])[CH:18]=[CH2:19])=[CH:12][CH:11]=1. The catalyst class is: 1. (10) Reactant: C(OC(=O)[NH:7][C:8]1([C:12]2[CH:17]=[CH:16][C:15]([C:18]3[C:19]([C:29]4[CH:34]=[CH:33][CH:32]=[CH:31][CH:30]=4)=[CH:20][C:21]4[NH:26][C:25](=[O:27])[CH2:24][O:23][C:22]=4[N:28]=3)=[CH:14][CH:13]=2)[CH2:11][CH2:10][CH2:9]1)(C)(C)C.[H-].[Na+].Br[CH2:39][CH:40]1[CH2:43][CH2:42][CH2:41]1.C([O-])(O)=O.[Na+]. Product: [NH2:7][C:8]1([C:12]2[CH:17]=[CH:16][C:15]([C:18]3[C:19]([C:29]4[CH:34]=[CH:33][CH:32]=[CH:31][CH:30]=4)=[CH:20][C:21]4[N:26]([CH2:39][CH:40]5[CH2:43][CH2:42][CH2:41]5)[C:25](=[O:27])[CH2:24][O:23][C:22]=4[N:28]=3)=[CH:14][CH:13]=2)[CH2:9][CH2:10][CH2:11]1. The catalyst class is: 3.